From a dataset of hERG potassium channel inhibition data for cardiac toxicity prediction from Karim et al.. Regression/Classification. Given a drug SMILES string, predict its toxicity properties. Task type varies by dataset: regression for continuous values (e.g., LD50, hERG inhibition percentage) or binary classification for toxic/non-toxic outcomes (e.g., AMES mutagenicity, cardiotoxicity, hepatotoxicity). Dataset: herg_karim. The compound is O=C(c1ccc(C(=O)N2CCN(c3ccc(OC4CCN(C5CCC5)CC4)cc3)C(=O)C2)cc1)N1CCC1. The result is 0 (non-blocker).